From a dataset of Peptide-MHC class I binding affinity with 185,985 pairs from IEDB/IMGT. Regression. Given a peptide amino acid sequence and an MHC pseudo amino acid sequence, predict their binding affinity value. This is MHC class I binding data. (1) The peptide sequence is AVRLVVGPL. The MHC is HLA-B08:01 with pseudo-sequence HLA-B08:01. The binding affinity (normalized) is 0.564. (2) The peptide sequence is MMHASTSPF. The MHC is HLA-A31:01 with pseudo-sequence HLA-A31:01. The binding affinity (normalized) is 0.267. (3) The binding affinity (normalized) is 0.213. The MHC is HLA-B45:06 with pseudo-sequence HLA-B45:06. The peptide sequence is LMYPTTLLK. (4) The peptide sequence is EQYKTESFF. The MHC is HLA-B15:03 with pseudo-sequence HLA-B15:03. The binding affinity (normalized) is 0.945. (5) The peptide sequence is HPVHAGPIA. The MHC is HLA-B57:01 with pseudo-sequence HLA-B57:01. The binding affinity (normalized) is 0. (6) The peptide sequence is WLAGFEPSE. The MHC is HLA-A02:19 with pseudo-sequence HLA-A02:19. The binding affinity (normalized) is 0.0847. (7) The peptide sequence is LANSHQRSDS. The MHC is H-2-Kb with pseudo-sequence H-2-Kb. The binding affinity (normalized) is 0.0609. (8) The peptide sequence is ATDKAAAAY. The MHC is HLA-A02:01 with pseudo-sequence HLA-A02:01. The binding affinity (normalized) is 0.149.